This data is from Full USPTO retrosynthesis dataset with 1.9M reactions from patents (1976-2016). The task is: Predict the reactants needed to synthesize the given product. (1) Given the product [ClH:24].[ClH:24].[N:11]1([CH2:10][CH2:9][O:8][NH2:7])[CH2:16][CH2:15][O:14][CH2:13][CH2:12]1, predict the reactants needed to synthesize it. The reactants are: C(OC(=O)[NH:7][O:8][CH2:9][CH2:10][N:11]1[CH2:16][CH2:15][O:14][CH2:13][CH2:12]1)(C)(C)C.O1CCOCC1.[ClH:24]. (2) Given the product [OH:34][C:32]([C:31]([F:36])([F:35])[F:30])=[O:33].[NH2:13][C@@H:11]([CH3:12])[CH2:10][NH:9][C:6]1[CH:5]=[C:4]([NH:21][C:22]2[CH:27]=[C:26]([CH3:28])[CH:25]=[C:24]([CH3:29])[N:23]=2)[C:3]([C:1]#[N:2])=[N:8][CH:7]=1, predict the reactants needed to synthesize it. The reactants are: [C:1]([C:3]1[N:8]=[CH:7][C:6]([NH:9][CH2:10][C@@H:11]([NH:13]C(=O)OC(C)(C)C)[CH3:12])=[CH:5][C:4]=1[NH:21][C:22]1[CH:27]=[C:26]([CH3:28])[CH:25]=[C:24]([CH3:29])[N:23]=1)#[N:2].[F:30][C:31]([F:36])([F:35])[C:32]([OH:34])=[O:33]. (3) Given the product [CH2:21]([C:23]1[CH:28]=[CH:27][CH:26]=[C:25]([CH2:29][CH3:30])[C:24]=1[C:8]1[N:7]=[C:6]([O:13][CH3:14])[C:5]([C:3]([OH:2])([CH2:24][CH2:25][CH3:26])[CH2:22][CH2:21][CH3:23])=[C:10]([CH3:11])[N:9]=1)[CH3:22], predict the reactants needed to synthesize it. The reactants are: C[O:2][C:3]([C:5]1[C:6]([O:13][CH3:14])=[N:7][C:8](Cl)=[N:9][C:10]=1[CH3:11])=O.C(=O)([O-])[O-].[K+].[K+].[CH2:21]([C:23]1[CH:28]=[CH:27][CH:26]=[C:25]([CH2:29][CH3:30])[C:24]=1B(O)O)[CH3:22]. (4) Given the product [CH2:14]([Si:16]([CH2:21][CH3:22])([CH2:19][CH3:20])[CH2:17][CH3:18])[CH3:15].[CH2:1]([Si:3]([CH2:6][CH3:7])([CH2:4][CH3:5])[OH:10])[CH3:2], predict the reactants needed to synthesize it. The reactants are: [CH2:1]([SiH:3]([CH2:6][CH3:7])[CH2:4][CH3:5])[CH3:2].C(OC=C)(=[O:10])C.[CH:14]([Si:16]([CH2:21][CH3:22])([CH2:19][CH3:20])[CH2:17][CH3:18])=[CH2:15]. (5) Given the product [C:1]([O:5][N:6]=[C:7]([C:9]1[CH:14]=[N:13][C:12]([NH2:15])=[CH:11][N:10]=1)[CH3:8])([CH3:2])([CH3:3])[CH3:4], predict the reactants needed to synthesize it. The reactants are: [C:1]([O:5][N:6]=[C:7]([C:9]1[N:10]=[CH:11][C:12]([NH:15]C(=O)C(C)(C)C)=[N:13][CH:14]=1)[CH3:8])([CH3:4])([CH3:3])[CH3:2]. (6) The reactants are: Cl.[CH2:2]1[C:7]2([CH2:12][CH2:11][CH:10]([CH2:13][C:14]([O:16][CH3:17])=[O:15])[CH2:9][CH2:8]2)[CH2:6][CH2:5][NH:4][CH2:3]1.CCN(C(C)C)C(C)C.Cl[C:28]([O:30][CH:31]1[CH:38]2[CH2:39][CH:34]3[CH2:35][CH:36]([CH2:40][CH:32]1[CH2:33]3)[CH2:37]2)=[O:29].Cl. Given the product [CH3:17][O:16][C:14](=[O:15])[CH2:13][CH:10]1[CH2:11][CH2:12][C:7]2([CH2:2][CH2:3][N:4]([C:28]([O:30][CH:31]3[CH:32]4[CH2:40][CH:36]5[CH2:35][CH:34]([CH2:39][CH:38]3[CH2:37]5)[CH2:33]4)=[O:29])[CH2:5][CH2:6]2)[CH2:8][CH2:9]1, predict the reactants needed to synthesize it. (7) Given the product [C:40]([O:39][C:37]([N:34]1[CH2:33][CH:32]=[C:31]([C:2]2[CH:22]=[CH:21][C:5]([CH2:6][N:7]3[CH2:16][CH2:15][C:14]4[C:9](=[CH:10][CH:11]=[C:12]([C:17]([O:19][CH3:20])=[O:18])[CH:13]=4)[CH2:8]3)=[CH:4][CH:3]=2)[CH2:36][CH2:35]1)=[O:38])([CH3:43])([CH3:41])[CH3:42], predict the reactants needed to synthesize it. The reactants are: Br[C:2]1[CH:22]=[CH:21][C:5]([CH2:6][N:7]2[CH2:16][CH2:15][C:14]3[C:9](=[CH:10][CH:11]=[C:12]([C:17]([O:19][CH3:20])=[O:18])[CH:13]=3)[CH2:8]2)=[CH:4][CH:3]=1.CC1(C)C(C)(C)OB([C:31]2[CH2:32][CH2:33][N:34]([C:37]([O:39][C:40]([CH3:43])([CH3:42])[CH3:41])=[O:38])[CH2:35][CH:36]=2)O1.C([O-])([O-])=O.[Na+].[Na+]. (8) Given the product [CH3:1][O:2][C:3]([C@H:5]1[CH2:9][C@H:8]([S:10]([C:13]2[CH:18]=[CH:17][CH:16]=[CH:15][C:14]=2[Cl:19])(=[O:11])=[O:12])[CH2:7][C@@H:6]1[O:20][C:28]([C:25]1[CH:26]=[CH:27][C:22]([Cl:21])=[CH:23][CH:24]=1)([CH3:30])[CH3:29])=[O:4], predict the reactants needed to synthesize it. The reactants are: [CH3:1][O:2][C:3]([C@H:5]1[CH2:9][C@H:8]([S:10]([C:13]2[CH:18]=[CH:17][CH:16]=[CH:15][C:14]=2[Cl:19])(=[O:12])=[O:11])[CH2:7][C@@H:6]1[OH:20])=[O:4].[Cl:21][C:22]1[CH:27]=[CH:26][C:25]([C:28](OC(=N)C(Cl)(Cl)Cl)([CH3:30])[CH3:29])=[CH:24][CH:23]=1.C([O-])(O)=O.[Na+]. (9) Given the product [C:11]([N:8]1[CH2:9][CH2:10][C:5]2[N:4]([CH:14]3[CH2:19][CH2:18][O:17][CH2:16][CH2:15]3)[N:3]=[C:2]([N:31]3[C:32]4[C:28](=[CH:27][C:26]([C:24]5[CH:23]=[N:22][N:21]([CH3:20])[CH:25]=5)=[C:34]([C:35]#[N:36])[CH:33]=4)[CH2:29][CH2:30]3)[C:6]=2[CH2:7]1)(=[O:13])[CH3:12], predict the reactants needed to synthesize it. The reactants are: Br[C:2]1[C:6]2[CH2:7][N:8]([C:11](=[O:13])[CH3:12])[CH2:9][CH2:10][C:5]=2[N:4]([CH:14]2[CH2:19][CH2:18][O:17][CH2:16][CH2:15]2)[N:3]=1.[CH3:20][N:21]1[CH:25]=[C:24]([C:26]2[CH:27]=[C:28]3[C:32](=[CH:33][C:34]=2[C:35]#[N:36])[NH:31][CH2:30][CH2:29]3)[CH:23]=[N:22]1.C(O[Na])(C)(C)C.C1(P(C2CCCCC2)C2C=CC=CC=2C2C(OC(C)C)=CC=CC=2OC(C)C)CCCCC1. (10) The reactants are: [CH3:1][O:2][C:3]1[N:8]=[C:7]([C:9]([OH:11])=O)[CH:6]=[CH:5][CH:4]=1.CN(C(ON1N=NC2C=CC=CC1=2)=[N+](C)C)C.[B-](F)(F)(F)F.CCN(C(C)C)C(C)C.FC(F)(F)C(O)=O.[CH2:50]([O:57][C:58]([N:60]1[CH2:65][CH2:64][NH:63][CH2:62][C:61]1([CH3:67])[CH3:66])=[O:59])[C:51]1[CH:56]=[CH:55][CH:54]=[CH:53][CH:52]=1. Given the product [CH2:50]([O:57][C:58]([N:60]1[CH2:65][CH2:64][N:63]([C:9]([C:7]2[CH:6]=[CH:5][CH:4]=[C:3]([O:2][CH3:1])[N:8]=2)=[O:11])[CH2:62][C:61]1([CH3:67])[CH3:66])=[O:59])[C:51]1[CH:52]=[CH:53][CH:54]=[CH:55][CH:56]=1, predict the reactants needed to synthesize it.